This data is from Forward reaction prediction with 1.9M reactions from USPTO patents (1976-2016). The task is: Predict the product of the given reaction. (1) Given the reactants [CH3:1][C:2]1[C:3]([C@H:8]2[CH2:13][CH2:12][CH2:11][C@@H:10]([C:14]3[C:19]([CH3:20])=[CH:18][CH:17]=[CH:16][N:15]=3)[NH:9]2)=[N:4][CH:5]=[CH:6][CH:7]=1.Br[CH2:22][C:23]1[CH:30]=[CH:29][C:26]([C:27]#[N:28])=[C:25]([F:31])[CH:24]=1.CCN(C(C)C)C(C)C, predict the reaction product. The product is: [CH3:1][C:2]1[C:3]([C@H:8]2[CH2:13][CH2:12][CH2:11][C@@H:10]([C:14]3[C:19]([CH3:20])=[CH:18][CH:17]=[CH:16][N:15]=3)[N:9]2[CH2:22][C:23]2[CH:30]=[CH:29][C:26]([C:27]#[N:28])=[C:25]([F:31])[CH:24]=2)=[N:4][CH:5]=[CH:6][CH:7]=1. (2) Given the reactants [NH2:1][C:2]1[S:3][C@:4]2(/[CH:28]=[CH:29]/[C:30](OCC)=[O:31])[C@H:6]([C@:7]([C:11]3[CH:16]=[C:15]([NH:17][C:18](=[O:26])[C:19]4[CH:24]=[CH:23][C:22]([Cl:25])=[CH:21][N:20]=4)[CH:14]=[CH:13][C:12]=3[F:27])([CH2:9][F:10])[N:8]=1)[CH2:5]2.CC(C[AlH]CC(C)C)C, predict the reaction product. The product is: [NH2:1][C:2]1[S:3][C@:4]2(/[CH:28]=[CH:29]/[CH2:30][OH:31])[C@H:6]([C@:7]([C:11]3[CH:16]=[C:15]([NH:17][C:18](=[O:26])[C:19]4[CH:24]=[CH:23][C:22]([Cl:25])=[CH:21][N:20]=4)[CH:14]=[CH:13][C:12]=3[F:27])([CH2:9][F:10])[N:8]=1)[CH2:5]2. (3) Given the reactants [O:1]([C:8]1[CH:9]=[CH:10][C:11]([CH2:14][O:15]C(=O)C)=[N:12][CH:13]=1)[C:2]1[CH:7]=[CH:6][CH:5]=[CH:4][CH:3]=1.[OH-].[Na+].CO.O, predict the reaction product. The product is: [O:1]([C:8]1[CH:9]=[CH:10][C:11]([CH2:14][OH:15])=[N:12][CH:13]=1)[C:2]1[CH:7]=[CH:6][CH:5]=[CH:4][CH:3]=1. (4) Given the reactants FC(F)(F)C(O)=O.[Cl:8][C:9]1[CH:14]=[CH:13][C:12]([C:15]2[C:16]([C@@H:21]([NH2:31])[CH2:22][C:23]3[CH:28]=[C:27]([F:29])[CH:26]=[C:25]([F:30])[CH:24]=3)=[N:17][CH:18]=[CH:19][CH:20]=2)=[CH:11][CH:10]=1.[O:32]=[C:33]1[C:41]2[CH2:40][CH2:39][CH2:38][CH2:37][C:36]=2[N:35]([CH2:42][C:43](O)=[O:44])[NH:34]1, predict the reaction product. The product is: [Cl:8][C:9]1[CH:14]=[CH:13][C:12]([C:15]2[C:16]([C@@H:21]([NH:31][C:43](=[O:44])[CH2:42][N:35]3[C:36]4[CH2:37][CH2:38][CH2:39][CH2:40][C:41]=4[C:33](=[O:32])[NH:34]3)[CH2:22][C:23]3[CH:28]=[C:27]([F:29])[CH:26]=[C:25]([F:30])[CH:24]=3)=[N:17][CH:18]=[CH:19][CH:20]=2)=[CH:11][CH:10]=1. (5) Given the reactants [O:1]=[C:2]1[C:14]2[C:9](=[N:10][C:11](C#N)=[C:12]([C:15]#[N:16])[N:13]=2)[C:8]2[CH:7]=[CH:6][CH:5]=[CH:4][C:3]1=2.C([O-])(=O)C.[NH4+:23].[O-]S([O-])(=O)=O.[Na+].[Na+], predict the reaction product. The product is: [NH2:23][C:11]1[N:10]=[C:9]2[C:8]3[CH:7]=[CH:6][CH:5]=[CH:4][C:3]=3[C:2](=[O:1])[C:14]2=[N:13][C:12]=1[C:15]#[N:16].